From a dataset of Forward reaction prediction with 1.9M reactions from USPTO patents (1976-2016). Predict the product of the given reaction. (1) Given the reactants [Br:1][C:2]1[C:10]2[C:5](=[CH:6][CH:7]=[CH:8][CH:9]=2)[NH:4][N:3]=1.[O:11]1[CH:16]=[CH:15][CH2:14][CH2:13][CH2:12]1.C(=O)([O-])O.[Na+], predict the reaction product. The product is: [Br:1][C:2]1[C:10]2[C:5](=[CH:6][CH:7]=[CH:8][CH:9]=2)[N:4]([CH:12]2[CH2:13][CH2:14][CH2:15][CH2:16][O:11]2)[N:3]=1. (2) Given the reactants C1(OC)C=CC=CC=1.FC(F)(F)C(O)=O.[NH2:16][C:17]1[S:18][CH:19]=[C:20]([C:22](=[N:52][O:53][C:54]([C:57]([OH:59])=[O:58])(C)C)[C:23]([NH:25][CH:26]2[C:50](=[O:51])[N:28]3[C:29]([C:47]([OH:49])=[O:48])=[C:30]([CH:33]=[CH:34][C:35]4[CH:40]=[CH:39][C:38]([N+:41]([O-:43])=[O:42])=[CH:37][C:36]=4[N+:44]([O-:46])=[O:45])[CH2:31][S:32][C@H:27]23)=[O:24])[N:21]=1, predict the reaction product. The product is: [NH2:16][C:17]1[S:18][CH:19]=[C:20]([C:22](=[N:52][O:53][CH2:54][C:57]([OH:59])=[O:58])[C:23]([NH:25][CH:26]2[C:50](=[O:51])[N:28]3[C:29]([C:47]([OH:49])=[O:48])=[C:30]([CH:33]=[CH:34][C:35]4[CH:40]=[CH:39][C:38]([N+:41]([O-:43])=[O:42])=[CH:37][C:36]=4[N+:44]([O-:46])=[O:45])[CH2:31][S:32][C@H:27]23)=[O:24])[N:21]=1. (3) Given the reactants [CH2:1]([CH:4]1[CH2:9][CH2:8][CH:7]([C:10]2[CH:15]=[CH:14][C:13](B(O)O)=[CH:12][CH:11]=2)[CH2:6][CH2:5]1)[CH2:2][CH3:3].Br[C:20]1[CH:21]=[C:22]2[C:27](=[CH:28][CH:29]=1)[O:26][C:25](=[O:30])[CH2:24][CH2:23]2.C(=O)([O-])[O-].[K+].[K+], predict the reaction product. The product is: [CH2:1]([CH:4]1[CH2:9][CH2:8][CH:7]([C:10]2[CH:15]=[CH:14][C:13]([C:20]3[CH:21]=[C:22]4[C:27](=[CH:28][CH:29]=3)[O:26][C:25](=[O:30])[CH2:24][CH2:23]4)=[CH:12][CH:11]=2)[CH2:6][CH2:5]1)[CH2:2][CH3:3]. (4) The product is: [C:13]([C:15]1[CH:20]=[CH:19][C:18]([NH:21][C:4](=[O:6])[C:3]2[CH:7]=[C:8]([Cl:11])[CH:9]=[CH:10][C:2]=2[Cl:1])=[CH:17][CH:16]=1)(=[O:14])[CH3:12]. Given the reactants [Cl:1][C:2]1[CH:10]=[CH:9][C:8]([Cl:11])=[CH:7][C:3]=1[C:4]([OH:6])=O.[CH3:12][C:13]([C:15]1[CH:20]=[CH:19][C:18]([NH2:21])=[CH:17][CH:16]=1)=[O:14].C(N(CC)CC)C, predict the reaction product. (5) Given the reactants P(Cl)(Cl)(Cl)=O.[F:6][C:7]1[CH:12]=[CH:11][C:10]([N:13]2[CH:17]=[CH:16][CH:15]=[CH:14]2)=[CH:9][CH:8]=1.[C:18](=O)([O-])[O-:19].[K+].[K+], predict the reaction product. The product is: [F:6][C:7]1[CH:8]=[CH:9][C:10]([N:13]2[CH:17]=[CH:16][CH:15]=[C:14]2[CH:18]=[O:19])=[CH:11][CH:12]=1. (6) The product is: [Cl:7][Si:8]([Cl:10])([Cl:9])[CH2:2][Si:3]([Cl:5])([Cl:4])[CH3:6]. Given the reactants Cl[CH2:2][Si:3]([CH3:6])([Cl:5])[Cl:4].[Cl:7][SiH:8]([Cl:10])[Cl:9], predict the reaction product. (7) Given the reactants CN(C(ON1N=NC2C=CC=CC1=2)=[N+](C)C)C.F[P-](F)(F)(F)(F)F.Cl.Cl.[CH3:27][C@H:28]1[C:36]2[C:35]([N:37]3[CH2:42][CH2:41][NH:40][CH2:39][CH2:38]3)=[N:34][CH:33]=[N:32][C:31]=2[CH2:30][CH2:29]1.[C:43]([O:47][C:48]([N:50]([CH:63]([CH3:65])[CH3:64])[CH2:51][C@H:52]([C:56]1[CH:61]=[CH:60][C:59]([Cl:62])=[CH:58][CH:57]=1)[C:53](O)=[O:54])=[O:49])([CH3:46])([CH3:45])[CH3:44].CCN(C(C)C)C(C)C.C([O-])([O-])=O.[Na+].[Na+], predict the reaction product. The product is: [Cl:62][C:59]1[CH:60]=[CH:61][C:56]([C@H:52]([C:53]([N:40]2[CH2:41][CH2:42][N:37]([C:35]3[C:36]4[C@H:28]([CH3:27])[CH2:29][CH2:30][C:31]=4[N:32]=[CH:33][N:34]=3)[CH2:38][CH2:39]2)=[O:54])[CH2:51][N:50]([CH:63]([CH3:64])[CH3:65])[C:48](=[O:49])[O:47][C:43]([CH3:45])([CH3:44])[CH3:46])=[CH:57][CH:58]=1. (8) The product is: [OH:5][C:15]1[CH:14]=[CH:13][CH:12]=[C:11]2[C:10]=1[CH2:9][CH2:8][C:6]2=[O:7]. Given the reactants [Cl-].[Al+3].[Cl-].[Cl-].[O:5]1[C:15]2[C:10](=[CH:11][CH:12]=[CH:13][CH:14]=2)[CH2:9][CH2:8][C:6]1=[O:7], predict the reaction product.